Predict which catalyst facilitates the given reaction. From a dataset of Catalyst prediction with 721,799 reactions and 888 catalyst types from USPTO. Reactant: C[Si](C)(C)[O-].[K+].[Br:7][C:8]1[CH:13]=[CH:12][C:11]([C:14]([C:17]#[N:18])([CH3:16])[CH3:15])=[CH:10][CH:9]=1.[OH2:19]. Product: [NH2:18][C:17]([C:14]([C:11]1[CH:10]=[CH:9][C:8]([Br:7])=[CH:13][CH:12]=1)([CH3:16])[CH3:15])=[O:19]. The catalyst class is: 11.